Dataset: Catalyst prediction with 721,799 reactions and 888 catalyst types from USPTO. Task: Predict which catalyst facilitates the given reaction. (1) Reactant: O.[OH-].[Li+].[CH:4]1([NH:10][C:11]2[C:16]([C:17]3[CH2:21][C:20]([CH2:26][C:27]([O:29]C)=[O:28])([C:22]([O:24]C)=[O:23])[O:19][N:18]=3)=[CH:15][N:14]=[C:13]3[N:31]([CH2:34][CH3:35])[N:32]=[CH:33][C:12]=23)[CH2:9][CH2:8][CH2:7][CH2:6][CH2:5]1. Product: [C:27]([CH2:26][C:20]1([C:22]([OH:24])=[O:23])[O:19][N:18]=[C:17]([C:16]2[C:11]([NH:10][CH:4]3[CH2:9][CH2:8][CH2:7][CH2:6][CH2:5]3)=[C:12]3[CH:33]=[N:32][N:31]([CH2:34][CH3:35])[C:13]3=[N:14][CH:15]=2)[CH2:21]1)([OH:29])=[O:28]. The catalyst class is: 132. (2) Reactant: [Cl:1][C:2]1[CH:7]=[CH:6][C:5]([Cl:8])=[CH:4][C:3]=1[S:9][CH2:10][C:11](O)=O.ClC1C=CC(Cl)=CC=1S.[OH-].[K+].BrCC[CH2:28][C:29]([O:31]CC)=[O:30]. Product: [Cl:1][C:2]1[CH:7]=[CH:6][C:5]([Cl:8])=[CH:4][C:3]=1[S:9][CH2:10][CH2:11][CH2:28][C:29]([OH:31])=[O:30]. The catalyst class is: 97.